Task: Regression/Classification. Given a drug SMILES string, predict its absorption, distribution, metabolism, or excretion properties. Task type varies by dataset: regression for continuous measurements (e.g., permeability, clearance, half-life) or binary classification for categorical outcomes (e.g., BBB penetration, CYP inhibition). Dataset: cyp1a2_veith.. Dataset: CYP1A2 inhibition data for predicting drug metabolism from PubChem BioAssay The molecule is CCCCN1C(=O)C(NC(=O)CC(C)C)(C(F)(F)F)C2=C1CC(C)(C)CC2=O. The result is 0 (non-inhibitor).